From a dataset of Peptide-MHC class I binding affinity with 185,985 pairs from IEDB/IMGT. Regression. Given a peptide amino acid sequence and an MHC pseudo amino acid sequence, predict their binding affinity value. This is MHC class I binding data. (1) The peptide sequence is AQLYAYAGF. The MHC is HLA-B44:02 with pseudo-sequence HLA-B44:02. The binding affinity (normalized) is 0.0847. (2) The binding affinity (normalized) is 0.0847. The peptide sequence is VQTVRTQVY. The MHC is HLA-A02:01 with pseudo-sequence HLA-A02:01. (3) The peptide sequence is TYLGPQFCK. The MHC is HLA-A33:01 with pseudo-sequence HLA-A33:01. The binding affinity (normalized) is 0.470. (4) The peptide sequence is VVDALRNIY. The MHC is HLA-A02:03 with pseudo-sequence HLA-A02:03. The binding affinity (normalized) is 0.0847. (5) The peptide sequence is KFLWEWASAR. The MHC is Patr-A0401 with pseudo-sequence Patr-A0401. The binding affinity (normalized) is 0.917. (6) The peptide sequence is IIRTENRPL. The MHC is HLA-A02:19 with pseudo-sequence HLA-A02:19. The binding affinity (normalized) is 0.0847.